Dataset: Forward reaction prediction with 1.9M reactions from USPTO patents (1976-2016). Task: Predict the product of the given reaction. Given the reactants Br[C:2]1[CH:3]=[N:4][N:5]2[CH:10]=[CH:9][C:8]([NH:11][CH2:12][C@@H:13]3[CH2:17][CH2:16][CH2:15][N:14]3[C:18]([O:20][C:21]([CH3:24])([CH3:23])[CH3:22])=[O:19])=[N:7][C:6]=12.[NH2:25][CH2:26][C:27]1[CH:32]=[CH:31][C:30](B(O)O)=[CH:29][CH:28]=1, predict the reaction product. The product is: [NH2:25][CH2:26][C:27]1[CH:32]=[CH:31][C:30]([C:2]2[CH:3]=[N:4][N:5]3[CH:10]=[CH:9][C:8]([NH:11][CH2:12][C@@H:13]4[CH2:17][CH2:16][CH2:15][N:14]4[C:18]([O:20][C:21]([CH3:24])([CH3:23])[CH3:22])=[O:19])=[N:7][C:6]=23)=[CH:29][CH:28]=1.